From a dataset of Merck oncology drug combination screen with 23,052 pairs across 39 cell lines. Regression. Given two drug SMILES strings and cell line genomic features, predict the synergy score measuring deviation from expected non-interaction effect. Drug 1: C#Cc1cccc(Nc2ncnc3cc(OCCOC)c(OCCOC)cc23)c1. Drug 2: O=C(NOCC(O)CO)c1ccc(F)c(F)c1Nc1ccc(I)cc1F. Cell line: SKMES1. Synergy scores: synergy=26.9.